This data is from Full USPTO retrosynthesis dataset with 1.9M reactions from patents (1976-2016). The task is: Predict the reactants needed to synthesize the given product. (1) Given the product [Br-:10].[Br:10]/[C:9](=[CH:8]\[NH:17][C:18]1[CH:23]=[CH:22][CH:21]=[CH:20][CH:19]=1)/[CH:11]=[NH+:1]/[C:2]1[CH:7]=[CH:6][CH:5]=[CH:4][CH:3]=1, predict the reactants needed to synthesize it. The reactants are: [NH2:1][C:2]1[CH:7]=[CH:6][CH:5]=[CH:4][CH:3]=1.[C:8](O)(=O)/[C:9](=[C:11](\C=O)/Br)/[Br:10].[NH2:17][C:18]1[CH:23]=[CH:22][CH:21]=[CH:20][CH:19]=1.C(O)C.C(=O)=O. (2) Given the product [O:1]1[C:6]2[CH:7]=[CH:8][CH:9]=[CH:10][C:5]=2[N:4]([CH2:11][CH2:12][O:13][C:14]2[CH:15]=[CH:16][C:17]([CH2:20][CH:21]([O:27][CH2:30][C:31]3[CH:36]=[CH:35][CH:34]=[CH:33][CH:32]=3)[C:22]([O:24][CH2:25][CH3:26])=[O:23])=[CH:18][CH:19]=2)[CH2:3][CH2:2]1, predict the reactants needed to synthesize it. The reactants are: [O:1]1[C:6]2[CH:7]=[CH:8][CH:9]=[CH:10][C:5]=2[N:4]([CH2:11][CH2:12][O:13][C:14]2[CH:19]=[CH:18][C:17]([CH2:20][CH:21]([OH:27])[C:22]([O:24][CH2:25][CH3:26])=[O:23])=[CH:16][CH:15]=2)[CH2:3][CH2:2]1.[H-].[Na+].[CH2:30](Br)[C:31]1[CH:36]=[CH:35][CH:34]=[CH:33][CH:32]=1.O. (3) Given the product [CH3:1][O:2][C:3]([C:5]1[S:9][C:8]2[CH:10]=[C:11]([CH2:14][C:15](=[O:30])[N:24]3[CH2:29][CH2:28][CH2:27][CH2:26][CH2:25]3)[CH:12]=[CH:13][C:7]=2[C:6]=1[O:18][CH2:19][C:20]([O:22][CH3:23])=[O:21])=[O:4], predict the reactants needed to synthesize it. The reactants are: [CH3:1][O:2][C:3]([C:5]1[S:9][C:8]2[CH:10]=[C:11]([CH:14]=[C:15](Br)Br)[CH:12]=[CH:13][C:7]=2[C:6]=1[O:18][CH2:19][C:20]([O:22][CH3:23])=[O:21])=[O:4].[NH:24]1[CH2:29][CH2:28][CH2:27][CH2:26][CH2:25]1.[OH2:30]. (4) Given the product [CH:1]([NH:4][C:5]1[C:14]2[C:9](=[CH:10][C:11]([O:17][CH2:18][CH2:19][CH2:20][CH2:21][S:22]([CH3:37])(=[NH:24])=[O:23])=[C:12]([O:15][CH3:16])[CH:13]=2)[N:8]=[CH:7][N:6]=1)([CH3:3])[CH3:2], predict the reactants needed to synthesize it. The reactants are: [CH:1]([NH:4][C:5]1[C:14]2[C:9](=[CH:10][C:11]([O:17][CH2:18][CH2:19][CH2:20][CH2:21][S:22]([CH3:37])(=[N:24]S(C3C=CC([N+]([O-])=O)=CC=3)(=O)=O)=[O:23])=[C:12]([O:15][CH3:16])[CH:13]=2)[N:8]=[CH:7][N:6]=1)([CH3:3])[CH3:2].C(=O)([O-])[O-].[Cs+].[Cs+].C1(S)C=CC=CC=1.